This data is from Full USPTO retrosynthesis dataset with 1.9M reactions from patents (1976-2016). The task is: Predict the reactants needed to synthesize the given product. (1) Given the product [ClH:1].[ClH:36].[Cl:1][C:2]1[CH:3]=[C:4]([C:10]2[CH:11]=[C:12]3[C:17](=[CH:18][CH:19]=2)[N:16]=[CH:15][C:14]([C:20](=[O:24])[CH2:21][CH2:22][CH3:23])=[C:13]3[NH:25][C:26]2[CH:27]=[CH:28][C:29]([CH2:32][N:33]([CH3:35])[CH3:34])=[CH:30][CH:31]=2)[CH:5]=[C:6]([Cl:9])[C:7]=1[OH:8], predict the reactants needed to synthesize it. The reactants are: [Cl:1][C:2]1[CH:3]=[C:4]([C:10]2[CH:11]=[C:12]3[C:17](=[CH:18][CH:19]=2)[N:16]=[CH:15][C:14]([C:20](=[O:24])[CH2:21][CH2:22][CH3:23])=[C:13]3[NH:25][C:26]2[CH:31]=[CH:30][C:29]([CH2:32][N:33]([CH3:35])[CH3:34])=[CH:28][CH:27]=2)[CH:5]=[C:6]([Cl:9])[C:7]=1[OH:8].[ClH:36].CCOCC. (2) Given the product [C:17]([C:11]1[C:12]2[S:13][CH:14]=[CH:15][C:16]=2[C:8]([NH:19][C@H:20]([C@@H:21]([OH:22])[CH3:23])[C:24]([OH:26])=[O:25])=[CH:9][CH:10]=1)#[N:18], predict the reactants needed to synthesize it. The reactants are: C([O-])([O-])=O.[K+].[K+].F[C:8]1[C:16]2[CH:15]=[CH:14][S:13][C:12]=2[C:11]([C:17]#[N:18])=[CH:10][CH:9]=1.[NH2:19][C@@H:20]([C:24]([OH:26])=[O:25])[C@H:21]([CH3:23])[OH:22]. (3) Given the product [C:7]([CH:9]=[C:31]1[CH2:32][N:29]([C:26]2[CH:27]=[CH:28][C:23]([C:22]([NH:21][CH:18]([CH3:20])[CH3:19])=[O:34])=[CH:24][CH:25]=2)[CH2:30]1)#[N:8], predict the reactants needed to synthesize it. The reactants are: CC(C)([O-])C.[K+].[C:7]([CH2:9]P(=O)(OCC)OCC)#[N:8].[CH:18]([NH:21][C:22](=[O:34])[C:23]1[CH:28]=[CH:27][C:26]([N:29]2[CH2:32][C:31](=O)[CH2:30]2)=[CH:25][CH:24]=1)([CH3:20])[CH3:19]. (4) Given the product [Cl:1][C:2]1[CH:3]=[CH:4][C:5]2[N:11]3[C:12]([C:15]([F:18])([F:17])[F:16])=[N:13][N:14]=[C:10]3[C@@H:9]([CH2:19][C:20]([O:22][CH2:23][CH3:24])=[O:21])[O:8][C@H:7]([C:25]3[CH:30]=[CH:29][CH:28]=[C:27]([O:31][CH3:32])[C:26]=3[F:33])[C:6]=2[CH:34]=1.[Cl:1][C:2]1[CH:3]=[CH:4][C:5]2[N:11]3[C:12]([C:15]([F:18])([F:17])[F:16])=[N:13][N:14]=[C:10]3[C@H:9]([CH2:19][C:20]([O:22][CH2:23][CH3:24])=[O:21])[O:8][C@@H:7]([C:25]3[CH:30]=[CH:29][CH:28]=[C:27]([O:31][CH3:32])[C:26]=3[F:33])[C:6]=2[CH:34]=1, predict the reactants needed to synthesize it. The reactants are: [Cl:1][C:2]1[CH:3]=[CH:4][C:5]2[N:11]3[C:12]([C:15]([F:18])([F:17])[F:16])=[N:13][N:14]=[C:10]3[C@@H:9]([CH2:19][C:20]([O:22][CH2:23][CH3:24])=[O:21])[O:8][C@H:7]([C:25]3[CH:30]=[CH:29][CH:28]=[C:27]([O:31][CH3:32])[C:26]=3[F:33])[C:6]=2[CH:34]=1.CCCCCC. (5) Given the product [N:3]1[CH:4]=[CH:5][CH:6]=[CH:7][C:2]=1[N:8]1[CH2:12][CH2:11][CH:10]([NH:13][C:14](=[O:20])[O:15][C:16]([CH3:18])([CH3:17])[CH3:19])[CH2:9]1, predict the reactants needed to synthesize it. The reactants are: F[C:2]1[CH:7]=[CH:6][CH:5]=[CH:4][N:3]=1.[NH:8]1[CH2:12][CH2:11][CH:10]([NH:13][C:14](=[O:20])[O:15][C:16]([CH3:19])([CH3:18])[CH3:17])[CH2:9]1. (6) Given the product [C:20]1([N:18]=[C:17]2[C:7]([C:1]3[CH:2]=[CH:3][CH:4]=[CH:5][CH:6]=3)=[C:8]([C:11]3[CH:16]=[CH:15][CH:14]=[CH:13][CH:12]=3)[C:9](=[N:19][C:20]3[C:29]4[C:24](=[CH:25][CH:26]=[CH:27][CH:28]=4)[CH:23]=[CH:22][N:21]=3)[NH:10]2)[C:29]2[C:24](=[CH:25][CH:26]=[CH:27][CH:28]=2)[CH:23]=[CH:22][N:21]=1, predict the reactants needed to synthesize it. The reactants are: [C:1]1(/[C:7](/[C:17]#[N:18])=[C:8](/[C:11]2[CH:16]=[CH:15][CH:14]=[CH:13][CH:12]=2)\[C:9]#[N:10])[CH:6]=[CH:5][CH:4]=[CH:3][CH:2]=1.[NH2:19][C:20]1[C:29]2[C:24](=[CH:25][CH:26]=[CH:27][CH:28]=2)[CH:23]=[CH:22][N:21]=1.[Cl-].[Cl-].[Ca+2]. (7) Given the product [CH3:13][O:17][N:18]([CH3:19])[C:7]([C:6]1[N:2]([CH3:1])[CH:3]=[N:4][CH:5]=1)=[O:9], predict the reactants needed to synthesize it. The reactants are: [CH3:1][N:2]1[C:6]([C:7]([OH:9])=O)=[CH:5][N:4]=[CH:3]1.CN([C:13]([O:17][N:18]1N=NC2C=CC=C[C:19]1=2)=[N+](C)C)C.[B-](F)(F)(F)F.CCN(CC)CC.Cl.CNOC.